Predict the product of the given reaction. From a dataset of Forward reaction prediction with 1.9M reactions from USPTO patents (1976-2016). Given the reactants Cl[C:2]1[CH:7]=[CH:6][C:5](=[O:8])[N:4]([CH2:9][C:10]2[CH:11]=[C:12]3[C:16](=[CH:17][CH:18]=2)[N:15](C(OC(C)(C)C)=O)[N:14]=[C:13]3[C:26]2[N:27]=[N:28][N:29]([C:31]3[CH:36]=[CH:35][C:34]([C:37]([N:39]4[CH2:44][CH2:43][O:42][CH2:41][CH2:40]4)=[O:38])=[CH:33][CH:32]=3)[CH:30]=2)[N:3]=1.[OH:45][C:46]1[CH:51]=[CH:50][C:49](B(O)O)=[CH:48][CH:47]=1.[F-].[Cs+], predict the reaction product. The product is: [OH:45][C:46]1[CH:51]=[CH:50][C:49]([C:2]2[CH:7]=[CH:6][C:5](=[O:8])[N:4]([CH2:9][C:10]3[CH:11]=[C:12]4[C:16](=[CH:17][CH:18]=3)[NH:15][N:14]=[C:13]4[C:26]3[N:27]=[N:28][N:29]([C:31]4[CH:36]=[CH:35][C:34]([C:37]([N:39]5[CH2:44][CH2:43][O:42][CH2:41][CH2:40]5)=[O:38])=[CH:33][CH:32]=4)[CH:30]=3)[N:3]=2)=[CH:48][CH:47]=1.